Predict the product of the given reaction. From a dataset of Forward reaction prediction with 1.9M reactions from USPTO patents (1976-2016). (1) Given the reactants [CH3:1][C:2]1[O:6][N:5]=[C:4]([C:7]2[CH:12]=[CH:11][CH:10]=[CH:9][CH:8]=2)[C:3]=1NC.Cl[C:16]1[N:17]=[N:18][C:19]([I:22])=[CH:20][CH:21]=1.Cl[C:24]1[N:25]=NC(Cl)=CC=1, predict the reaction product. The product is: [I:22][C:19]1[N:18]=[N:17][C:16]([NH:25][CH2:24][C:3]2[C:4]([C:7]3[CH:8]=[CH:9][CH:10]=[CH:11][CH:12]=3)=[N:5][O:6][C:2]=2[CH3:1])=[CH:21][CH:20]=1. (2) Given the reactants [Br:1][C:2]1[CH:7]=[CH:6][N:5]=[C:4]([OH:8])[C:3]=1[O:9][C:10]1[CH:15]=[C:14](I)[CH:13]=[C:12]([Cl:17])[CH:11]=1.N#N.[CH3:20][N:21](C=O)C, predict the reaction product. The product is: [Br:1][C:2]1[CH:7]=[CH:6][N:5]=[C:4]([OH:8])[C:3]=1[O:9][C:10]1[CH:15]=[C:14]([CH:13]=[C:12]([Cl:17])[CH:11]=1)[C:20]#[N:21].